This data is from Experimentally validated miRNA-target interactions with 360,000+ pairs, plus equal number of negative samples. The task is: Binary Classification. Given a miRNA mature sequence and a target amino acid sequence, predict their likelihood of interaction. (1) Result: 1 (interaction). The protein sequence of the target gene is MVEQGDAAPLLRWAEGPAVSLPQAPQPQAGGWGRGGGGGARPAAEPPRRREPEEPAAPEVLLQPGRLELGDVEEDQVVAVFVVTFDPRSGNMVEWCLPQDIDLEGVEFKSMASGSHKIQSDFIYFRKGPFFGLACFANMPVESELERGARMKSVGILSPSYTLLYRYMHFLENQVRHQLEMPGHYSHLAAFYEDKKGVLHAGPGRGSSLPPVYWLPSIHRYMYPEMKITHPAGCMSQFIKFFGEQILILWKFALLRKRILIFSPPPVGVVCYRVYCCCCLANVSLPGIGGTIPESKPFFY.... The miRNA is hsa-miR-20b-5p with sequence CAAAGUGCUCAUAGUGCAGGUAG. (2) The miRNA is mmu-miR-7212-3p with sequence UAACACACACGUCUCCAGGUC. The protein sequence of the target gene is MDFPTISRSPSGPPAMDLEGPRDILVPSEDLTPDSQWDPMPGGPGSLSRMELDESSLQELVQQFEALPGDLVGPSPGGAPCPLHIATGHGLASQEIADAHGLLSAEAGRDDLLGLLHCEECPPSQTGPEEPLEPAPRLLQPPEDPDEDSDSPEWVEGASAEQEGSRSSSSSPEPWLETVPLVTPEEPPAGAQSPETLASYPAPQEVPGPCDHEDLLDGVIFGARYLGSTQLVSERNPPTSTRMAQAREAMDRVKAPDGETQPMTEVDLFVSTKRIKVLTADSQEAMMDHALHTISYTADI.... Result: 0 (no interaction). (3) The miRNA is hsa-miR-99a-5p with sequence AACCCGUAGAUCCGAUCUUGUG. The protein sequence of the target gene is MADTTPEPCGQLMVHSDTHSDTVLASLEDQRKKGFLCDITLIVENVHFRAHKALLAASSEYFSMMFAEEGEIGQSIYMLEGMVADTFGILLEFIYTGYLHASEKTTEQILATAQFLKVYDLVKAYADFQDNHSAPKPPALNCTGTPVVVISNKKNDPLKRKRGRPRKANGLQEGRSELAAEGELQLRVNNSVQNRQNFVFKEEDSVKLSEQTPEDKESEPAGEPGSVEEVPAEKDENFDPKAGDGQESQSRCSRRRIRRSVKLKDYKLLGDEDDQSTAKRLCGRKKRSSGPEARCKDCDR.... Result: 0 (no interaction). (4) The miRNA is hsa-miR-6825-5p with sequence UGGGGAGGUGUGGAGUCAGCAU. The protein sequence of the target gene is MSGIQPVPGAKPLSMWQQYGPSEKTVRGIVIGGITGGIEICITFPTEYVKTQLQLDERSATPKFRGPIDCVKQTVNGHGFFGLYRGLSVLLYGSIPKSSFRFGTFEYLKSQAADERGNLSPVMRLLCGLGAGLSEAVFAVTPMETVKVKFIHDQGLAQPKYKGFVHGVGCIVKAEGLGGIYKGVTATMAKQGSNQAIRFFVMETLKDWYRGGDNTQPISKPIVGLMGAVAGAASVYGNTPIDVVKTRMQGLEAKKYKNTLDCAMQIWKKEGFFAFYKGTVPRLSRVCLDVGITFMIYDSI.... Result: 0 (no interaction). (5) The miRNA is mmu-miR-9-5p with sequence UCUUUGGUUAUCUAGCUGUAUGA. The protein sequence of the target gene is MLPGWELTLCLLVSLGFHFRSFYEVYKVSREHEEELDQEFELEMDTLFGGLKKDPTDFEWNFWMEWGKRRLVWLFIGHMAVSQLATLLTKKHRPWIVMVYGMWACWCVLGAPGVVMVLLHSTIAFCVAQFRSVLLSWLCSLLLLSTLRLQSVEEVKRRWYKTENEYYLLQFTLTVRCLYYTSFSLELCRQPPSAQPTPSAQGASHSYPWLLTYVFYYPVFHNGPILNFPEFFRQMQQPELNSLQHSLCIVAKGLGRLLCWWWLAELMVHLMYMHALYSSAPLLESVSCWTLGGLALAQVL.... Result: 0 (no interaction).